This data is from Forward reaction prediction with 1.9M reactions from USPTO patents (1976-2016). The task is: Predict the product of the given reaction. (1) Given the reactants [OH:1][C:2]1[C:3]([CH3:17])=[N:4][C:5]2[C:10]([C:11]=1C(OCC)=O)=[CH:9][CH:8]=[CH:7][CH:6]=2, predict the reaction product. The product is: [OH:1][C:2]1[C:3]([CH3:17])=[N:4][C:5]2[C:10]([CH:11]=1)=[CH:9][CH:8]=[CH:7][CH:6]=2. (2) Given the reactants C(OP([CH2:9][C:10]([N:12]([CH2:21][C:22]([C:24]1([C:27]([O:29][CH2:30][CH3:31])=[O:28])[CH2:26][CH2:25]1)=O)[C@H:13]([C:15]1[CH:20]=[CH:19][CH:18]=[CH:17][CH:16]=1)[CH3:14])=[O:11])(OCC)=O)C.C(O[K])(C)(C)C.C(O)(=O)CC(CC(O)=O)(C(O)=O)O.C(OCC)(=O)C, predict the reaction product. The product is: [CH2:30]([O:29][C:27]([C:24]1([C:22]2[CH2:21][N:12]([C@H:13]([C:15]3[CH:20]=[CH:19][CH:18]=[CH:17][CH:16]=3)[CH3:14])[C:10](=[O:11])[CH:9]=2)[CH2:26][CH2:25]1)=[O:28])[CH3:31].